Dataset: CYP1A2 inhibition data for predicting drug metabolism from PubChem BioAssay. Task: Regression/Classification. Given a drug SMILES string, predict its absorption, distribution, metabolism, or excretion properties. Task type varies by dataset: regression for continuous measurements (e.g., permeability, clearance, half-life) or binary classification for categorical outcomes (e.g., BBB penetration, CYP inhibition). Dataset: cyp1a2_veith. The drug is C=C(NC(=O)C(=C)NC(=O)c1csc(C2=N[C@@H]3c4csc(n4)[C@@H]4NC(=O)c5csc(n5)[C@@H]([C@](C)(O)[C@H](C)O)NC(=O)[C@@H]5CSC(=N5)/C(=C/C)NC(=O)[C@@H]([C@H](C)O)NC(=O)c5csc(n5)[C@]3(CC2)NC(=O)[C@@H](C)NC(=O)C(=C)NC(=O)[C@@H](C)NC(=O)[C@@H]([C@@H](C)CC)N[C@H]2C=Cc3c([C@H](C)O)cc(nc3[C@@H]2O)C(=O)O[C@H]4C)n1)C(N)=O. The result is 0 (non-inhibitor).